This data is from Full USPTO retrosynthesis dataset with 1.9M reactions from patents (1976-2016). The task is: Predict the reactants needed to synthesize the given product. (1) Given the product [C:14]([NH:19][NH:20][C:11](=[O:13])[CH2:10][CH2:9][NH:8][C:6](=[O:7])[O:5][C:1]([CH3:2])([CH3:3])[CH3:4])(=[O:18])[CH:15]([CH3:17])[CH3:16], predict the reactants needed to synthesize it. The reactants are: [C:1]([O:5][C:6]([NH:8][CH2:9][CH2:10][C:11]([OH:13])=O)=[O:7])([CH3:4])([CH3:3])[CH3:2].[C:14]([NH:19][NH2:20])(=[O:18])[CH:15]([CH3:17])[CH3:16].F[B-](F)(F)F.N1(OC(N(C)C)=[N+](C)C)C2C=CC=CC=2N=N1.C(N(C(C)C)CC)(C)C. (2) Given the product [C:2]([O:5][C:6](=[O:7])[NH:8][C@H:9]([C:20](=[O:22])[NH:44][C:43]1[N:39]([CH3:38])[N:40]=[C:41]([C:45]2[CH:50]=[CH:49][CH:48]=[CH:47][CH:46]=2)[CH:42]=1)[CH2:10][C:11]1[CH:12]=[CH:13][C:14]([N+:17]([O-:19])=[O:18])=[CH:15][CH:16]=1)([CH3:1])([CH3:3])[CH3:4], predict the reactants needed to synthesize it. The reactants are: [CH3:1][C:2]([O:5][C:6]([NH:8][C@H:9]([C:20]([OH:22])=O)[CH2:10][C:11]1[CH:16]=[CH:15][C:14]([N+:17]([O-:19])=[O:18])=[CH:13][CH:12]=1)=[O:7])([CH3:4])[CH3:3].CN1CCOCC1.C(OC(Cl)=O)C(C)C.[CH3:38][N:39]1[C:43]([NH2:44])=[CH:42][C:41]([C:45]2[CH:50]=[CH:49][CH:48]=[CH:47][CH:46]=2)=[N:40]1. (3) Given the product [C:22]([O:21][C:19]([N:8]([CH2:7][C:6]1[CH:5]=[CH:4][C:3]([C:1]#[N:2])=[CH:18][CH:17]=1)[CH2:9][C:10]([O:12][C:13]([CH3:15])([CH3:14])[CH3:16])=[O:11])=[O:20])([CH3:25])([CH3:24])[CH3:23], predict the reactants needed to synthesize it. The reactants are: [C:1]([C:3]1[CH:18]=[CH:17][C:6]([CH2:7][NH:8][CH2:9][C:10]([O:12][C:13]([CH3:16])([CH3:15])[CH3:14])=[O:11])=[CH:5][CH:4]=1)#[N:2].[C:19](O[C:19]([O:21][C:22]([CH3:25])([CH3:24])[CH3:23])=[O:20])([O:21][C:22]([CH3:25])([CH3:24])[CH3:23])=[O:20].C(N(C(C)C)C(C)C)C.